Dataset: NCI-60 drug combinations with 297,098 pairs across 59 cell lines. Task: Regression. Given two drug SMILES strings and cell line genomic features, predict the synergy score measuring deviation from expected non-interaction effect. Drug 1: CS(=O)(=O)CCNCC1=CC=C(O1)C2=CC3=C(C=C2)N=CN=C3NC4=CC(=C(C=C4)OCC5=CC(=CC=C5)F)Cl. Drug 2: CC12CCC3C(C1CCC2OP(=O)(O)O)CCC4=C3C=CC(=C4)OC(=O)N(CCCl)CCCl.[Na+]. Cell line: HCC-2998. Synergy scores: CSS=9.81, Synergy_ZIP=-3.39, Synergy_Bliss=-2.70, Synergy_Loewe=-0.498, Synergy_HSA=-0.190.